Dataset: Full USPTO retrosynthesis dataset with 1.9M reactions from patents (1976-2016). Task: Predict the reactants needed to synthesize the given product. (1) Given the product [Cl:1][C:2]1[CH:10]=[CH:9][C:5]([CH2:6][OH:7])=[CH:4][C:3]=1[O:11][CH3:12], predict the reactants needed to synthesize it. The reactants are: [Cl:1][C:2]1[CH:10]=[CH:9][C:5]([C:6](O)=[O:7])=[CH:4][C:3]=1[O:11][CH3:12].[H-].[Al+3].[Li+].[H-].[H-].[H-]. (2) Given the product [Cl:1][C:2]([Cl:6])([Cl:5])[C:3]1[N:4]=[C:3]([C:2]([Cl:1])([Cl:7])[Cl:7])[N:4]=[C:3]([C:2]([Cl:6])([Cl:5])[Cl:1])[N:4]=1, predict the reactants needed to synthesize it. The reactants are: [Cl:1][C:2]([Cl:6])([Cl:5])[C:3]#[N:4].[ClH:7]. (3) Given the product [CH3:1][C:2]1([CH3:14])[C:6]([CH3:7])([CH3:8])[O:5][B:4]([C:9]2[CH:13]=[N:12][N:11]([CH2:16][C:17]([NH2:19])=[O:18])[CH:10]=2)[O:3]1, predict the reactants needed to synthesize it. The reactants are: [CH3:1][C:2]1([CH3:14])[C:6]([CH3:8])([CH3:7])[O:5][B:4]([C:9]2[CH:10]=[N:11][NH:12][CH:13]=2)[O:3]1.Br[CH2:16][C:17]([NH2:19])=[O:18].C(=O)([O-])[O-].[K+].[K+]. (4) Given the product [OH:9][CH:10]1[C:14]2=[N:15][C:16]3[C:17](=[N:18][CH:19]=[C:20]([NH:22][C:23]([C:25]4[N:26]([CH2:38][C:39]5[CH:44]=[CH:43][CH:42]=[C:41]([F:45])[CH:40]=5)[C:27]5[C:32]([CH:33]=4)=[CH:31][C:30]([C:34]([F:36])([F:35])[F:37])=[CH:29][CH:28]=5)=[O:24])[CH:21]=3)[N:13]2[CH2:12][CH2:11]1, predict the reactants needed to synthesize it. The reactants are: N1C=CC=CC=1C([O:9][CH:10]1[C:14]2=[N:15][C:16]3[C:17](=[N:18][CH:19]=[C:20]([NH:22][C:23]([C:25]4[N:26]([CH2:38][C:39]5[CH:44]=[CH:43][CH:42]=[C:41]([F:45])[CH:40]=5)[C:27]5[C:32]([CH:33]=4)=[CH:31][C:30]([C:34]([F:37])([F:36])[F:35])=[CH:29][CH:28]=5)=[O:24])[CH:21]=3)[N:13]2[CH2:12][CH2:11]1)=O.CO. (5) Given the product [CH:1]1([CH2:4][N:5]2[C:11](=[O:12])[C@@H:10]([NH:13][C:14](=[O:21])[C@@:15]([F:20])([CH3:19])[C:16]([NH:34][CH2:33][CH2:32][C:31]([F:39])([F:30])[C:35]([F:38])([F:37])[F:36])=[O:17])[C:9]3[CH:22]=[CH:23][CH:24]=[CH:25][C:8]=3[C:7]3[CH:26]=[CH:27][CH:28]=[CH:29][C:6]2=3)[CH2:2][CH2:3]1, predict the reactants needed to synthesize it. The reactants are: [CH:1]1([CH2:4][N:5]2[C:11](=[O:12])[C@@H:10]([NH:13][C:14](=[O:21])[C@@:15]([F:20])([CH3:19])[C:16](O)=[O:17])[C:9]3[CH:22]=[CH:23][CH:24]=[CH:25][C:8]=3[C:7]3[CH:26]=[CH:27][CH:28]=[CH:29][C:6]2=3)[CH2:3][CH2:2]1.[F:30][C:31]([F:39])([C:35]([F:38])([F:37])[F:36])[CH2:32][CH2:33][NH2:34]. (6) Given the product [F:1][C:2]1[CH:3]=[CH:4][C:5]([C:8]2([CH2:21][O:22][CH:24]([C:26]3[C:34]4[C:30](=[CH:31][N:32]([CH2:35][O:36][CH2:37][CH2:38][Si:39]([CH3:40])([CH3:42])[CH3:41])[N:33]=4)[CH:29]=[C:28]([O:43][CH3:44])[CH:27]=3)[CH3:25])[CH2:9][CH2:10][N:11]([C:14]([O:16][C:17]([CH3:18])([CH3:19])[CH3:20])=[O:15])[CH2:12][CH2:13]2)=[CH:6][CH:7]=1, predict the reactants needed to synthesize it. The reactants are: [F:1][C:2]1[CH:7]=[CH:6][C:5]([C:8]2([CH2:21][OH:22])[CH2:13][CH2:12][N:11]([C:14]([O:16][C:17]([CH3:20])([CH3:19])[CH3:18])=[O:15])[CH2:10][CH2:9]2)=[CH:4][CH:3]=1.Br[CH:24]([C:26]1[C:34]2[C:30](=[CH:31][N:32]([CH2:35][O:36][CH2:37][CH2:38][Si:39]([CH3:42])([CH3:41])[CH3:40])[N:33]=2)[CH:29]=[C:28]([O:43][CH3:44])[CH:27]=1)[CH3:25].[H-].[Na+]. (7) The reactants are: [CH3:1][N:2]([CH3:26])[CH2:3][CH2:4][O:5][C:6]1[C:14]2[NH:13][C:12]3[CH2:15][CH2:16][N:17](C(OC(C)(C)C)=O)[CH2:18][C:11]=3[C:10]=2[CH:9]=[CH:8][CH:7]=1. Given the product [CH3:1][N:2]([CH3:26])[CH2:3][CH2:4][O:5][C:6]1[C:14]2[NH:13][C:12]3[CH2:15][CH2:16][NH:17][CH2:18][C:11]=3[C:10]=2[CH:9]=[CH:8][CH:7]=1, predict the reactants needed to synthesize it. (8) Given the product [CH3:23][N:24]([CH3:29])[S:25](=[O:27])(=[O:26])[O:22][C:18]1[CH:19]=[CH:20][CH:21]=[C:16]([C:8]2([C:4]3[CH:5]=[CH:6][CH:7]=[C:2]([Br:1])[CH:3]=3)[C:9](=[O:15])[N:10]([CH3:14])[C:11](=[S:13])[NH:12]2)[CH:17]=1, predict the reactants needed to synthesize it. The reactants are: [Br:1][C:2]1[CH:3]=[C:4]([C:8]2([C:16]3[CH:21]=[CH:20][CH:19]=[C:18]([OH:22])[CH:17]=3)[NH:12][C:11](=[S:13])[N:10]([CH3:14])[C:9]2=[O:15])[CH:5]=[CH:6][CH:7]=1.[CH3:23][N:24]([CH3:29])[S:25](Cl)(=[O:27])=[O:26].